Task: Predict the reactants needed to synthesize the given product.. Dataset: Full USPTO retrosynthesis dataset with 1.9M reactions from patents (1976-2016) (1) Given the product [C:25]([C:3]1[CH:4]=[C:5]([S:8]([NH2:11])(=[O:10])=[O:9])[CH:6]=[CH:7][C:2]=1[NH:22][CH2:21][CH:18]1[CH2:19][CH2:20][O:15][CH2:16][CH2:17]1)#[N:26], predict the reactants needed to synthesize it. The reactants are: Cl[C:2]1[CH:7]=[CH:6][C:5]([S:8]([NH2:11])(=[O:10])=[O:9])=[CH:4][C:3]=1[N+]([O-])=O.[O:15]1[CH2:20][CH2:19][CH:18]([CH2:21][NH2:22])[CH2:17][CH2:16]1.Cl.Cl.[CH3:25][N:26]1CCN(N)CC1. (2) Given the product [OH:6][CH2:7][C:8]1[NH:9][C:10]2[CH:11]=[C:12]([NH:22][C:23](=[O:25])[CH3:24])[CH:13]=[C:14]3[C:20](=[O:21])[NH:19][N:18]=[CH:17][C:16]=1[C:15]=23, predict the reactants needed to synthesize it. The reactants are: C([SiH2][O:6][C:7](C1C=CC=CC=1)(C1C=CC=CC=1)[C:8]1[NH:9][C:10]2[CH:11]=[C:12]([NH:22][C:23](=[O:25])[CH3:24])[CH:13]=[C:14]3[C:20](=[O:21])[NH:19][N:18]=[CH:17][C:16]=1[C:15]=23)(C)(C)C.[F-].C([N+](CCCC)(CCCC)CCCC)CCC.